This data is from Catalyst prediction with 721,799 reactions and 888 catalyst types from USPTO. The task is: Predict which catalyst facilitates the given reaction. (1) Reactant: [F:1][C:2]1[CH:3]=[C:4]([N:14]2[CH:23]=[CH:22][C:21]3[N:20]=[C:19]([O:24][CH2:25][C:26]([NH2:28])=[O:27])[CH:18]=[CH:17][C:16]=3[C:15]2=[O:29])[CH:5]=[CH:6][C:7]=1[N:8]1[CH2:13][CH2:12][NH:11][CH2:10][CH2:9]1.CC1C=CC(S(O[CH2:41][CH2:42][CH2:43][C:44]2[C:52]3[C:47](=[CH:48][CH:49]=[C:50]([C:53]#[N:54])[CH:51]=3)[NH:46][CH:45]=2)(=O)=O)=CC=1.C(=O)([O-])[O-].[K+].[K+].[I-].[K+]. Product: [C:53]([C:50]1[CH:51]=[C:52]2[C:47](=[CH:48][CH:49]=1)[NH:46][CH:45]=[C:44]2[CH2:43][CH2:42][CH2:41][N:11]1[CH2:10][CH2:9][N:8]([C:7]2[CH:6]=[CH:5][C:4]([N:14]3[CH:23]=[CH:22][C:21]4[N:20]=[C:19]([O:24][CH2:25][C:26]([NH2:28])=[O:27])[CH:18]=[CH:17][C:16]=4[C:15]3=[O:29])=[CH:3][C:2]=2[F:1])[CH2:13][CH2:12]1)#[N:54]. The catalyst class is: 10. (2) Reactant: F[C:2]1[CH:24]=[CH:23][C:22]([F:25])=[CH:21][C:3]=1[C:4]([N:6]1[CH2:11][CH2:10][N:9]([C:12]([O:14][C:15]([CH3:18])([CH3:17])[CH3:16])=[O:13])[CH2:8][CH:7]1[CH2:19][OH:20])=[O:5].[H-].[Na+]. Product: [F:25][C:22]1[CH:23]=[CH:24][C:2]2[O:20][CH2:19][CH:7]3[CH2:8][N:9]([C:12]([O:14][C:15]([CH3:18])([CH3:17])[CH3:16])=[O:13])[CH2:10][CH2:11][N:6]3[C:4](=[O:5])[C:3]=2[CH:21]=1. The catalyst class is: 9. (3) Reactant: C(N(CC)CC)C.[F:8][S:9]([F:20])([F:19])([F:18])([F:17])[C:10]1[CH:16]=[CH:15][C:13]([NH2:14])=[CH:12][CH:11]=1.[C:21]([O:24][CH2:25][C:26](Cl)=[O:27])(=[O:23])[CH3:22]. Product: [C:21]([O:24][CH2:25][C:26](=[O:27])[NH:14][C:13]1[CH:12]=[CH:11][C:10]([S:9]([F:17])([F:18])([F:19])([F:20])[F:8])=[CH:16][CH:15]=1)(=[O:23])[CH3:22]. The catalyst class is: 2. (4) Reactant: [S:1](Cl)([CH3:4])(=[O:3])=[O:2].[NH2:6][C:7]1[CH:8]=[C:9]([C:15]2[N:16]=[CH:17][N:18]([C:20]([N:22]([CH:24]3[CH2:29][CH2:28][CH2:27][CH2:26][CH2:25]3)[CH3:23])=[O:21])[CH:19]=2)[CH:10]=[CH:11][C:12]=1[O:13][CH3:14].C(N(CC)CC)C.O. Product: [CH:24]1([N:22]([CH3:23])[C:20]([N:18]2[CH:19]=[C:15]([C:9]3[CH:10]=[CH:11][C:12]([O:13][CH3:14])=[C:7]([NH:6][S:1]([CH3:4])(=[O:3])=[O:2])[CH:8]=3)[N:16]=[CH:17]2)=[O:21])[CH2:29][CH2:28][CH2:27][CH2:26][CH2:25]1. The catalyst class is: 7. (5) Reactant: [C:1](N1C=CN=C1)(N1C=CN=C1)=[O:2].[O:13]([C:20]1[CH:26]=[CH:25][C:23]([NH2:24])=[CH:22][CH:21]=1)[C:14]1[CH:19]=[CH:18][CH:17]=[CH:16][CH:15]=1.[CH2:27]([NH:30][C:31]1[CH:36]=[CH:35][C:34]([O:37][CH2:38][C:39]2[CH:44]=[CH:43][CH:42]=[CH:41][CH:40]=2)=[CH:33][CH:32]=1)[CH:28]=[CH2:29]. Product: [CH2:27]([N:30]([C:31]1[CH:36]=[CH:35][C:34]([O:37][CH2:38][C:39]2[CH:44]=[CH:43][CH:42]=[CH:41][CH:40]=2)=[CH:33][CH:32]=1)[C:1]([NH:24][C:23]1[CH:22]=[CH:21][C:20]([O:13][C:14]2[CH:15]=[CH:16][CH:17]=[CH:18][CH:19]=2)=[CH:26][CH:25]=1)=[O:2])[CH:28]=[CH2:29]. The catalyst class is: 9. (6) Reactant: Cl.Cl.[CH3:3][C@H:4]1[C:12]2[C:11]([N:13]3[CH2:18][CH2:17][NH:16][CH2:15][CH2:14]3)=[N:10][CH:9]=[N:8][C:7]=2[C@H:6]([OH:19])[CH2:5]1.[C:20]([NH:24][CH2:25][CH:26]([C:30]1[CH:35]=[CH:34][C:33]([Cl:36])=[CH:32][CH:31]=1)[C:27]([O-])=[O:28])([CH3:23])([CH3:22])[CH3:21].[K+].CCN(C(C)C)C(C)C.CN(C(ON1N=NC2C=CC=CC1=2)=[N+](C)C)C.F[P-](F)(F)(F)(F)F. Product: [C:20]([NH:24][CH2:25][CH:26]([C:30]1[CH:35]=[CH:34][C:33]([Cl:36])=[CH:32][CH:31]=1)[C:27]([N:16]1[CH2:15][CH2:14][N:13]([C:11]2[C:12]3[C@H:4]([CH3:3])[CH2:5][C@@H:6]([OH:19])[C:7]=3[N:8]=[CH:9][N:10]=2)[CH2:18][CH2:17]1)=[O:28])([CH3:23])([CH3:21])[CH3:22]. The catalyst class is: 3. (7) Reactant: C(O)(C(F)(F)F)=O.[CH3:8][N:9]1[CH2:14][CH2:13][N:12]([C:15]2[N:20]=[CH:19][C:18]([C:21]3[CH:30]=[C:29]([C:31]([NH:33][CH2:34][C@H:35]4[CH2:40][CH2:39][C@H:38]([CH2:41][NH:42]C(=O)OC(C)(C)C)[CH2:37][CH2:36]4)=[O:32])[C:28]4[C:23](=[CH:24][CH:25]=[CH:26][CH:27]=4)[N:22]=3)=[CH:17][CH:16]=2)[CH2:11][CH2:10]1. Product: [NH2:42][CH2:41][C@H:38]1[CH2:37][CH2:36][C@H:35]([CH2:34][NH:33][C:31]([C:29]2[C:28]3[C:23](=[CH:24][CH:25]=[CH:26][CH:27]=3)[N:22]=[C:21]([C:18]3[CH:19]=[N:20][C:15]([N:12]4[CH2:11][CH2:10][N:9]([CH3:8])[CH2:14][CH2:13]4)=[CH:16][CH:17]=3)[CH:30]=2)=[O:32])[CH2:40][CH2:39]1. The catalyst class is: 2. (8) Reactant: [F:1][C:2]([F:7])([F:6])[C:3]([OH:5])=[O:4].C(OC(=O)[NH:14][C@H:15]([CH2:34][C:35]1[CH:40]=[CH:39][C:38]([O:41][CH3:42])=[CH:37][CH:36]=1)[C:16]([N:18]1[CH2:21][C:20]([O:29][CH2:30][CH2:31][CH2:32][CH3:33])([C:22]2[CH:27]=[CH:26][CH:25]=[CH:24][C:23]=2[F:28])[CH2:19]1)=[O:17])(C)(C)C. Product: [F:1][C:2]([F:7])([F:6])[C:3]([OH:5])=[O:4].[NH2:14][C@H:15]([CH2:34][C:35]1[CH:40]=[CH:39][C:38]([O:41][CH3:42])=[CH:37][CH:36]=1)[C:16]([N:18]1[CH2:21][C:20]([O:29][CH2:30][CH2:31][CH2:32][CH3:33])([C:22]2[CH:27]=[CH:26][CH:25]=[CH:24][C:23]=2[F:28])[CH2:19]1)=[O:17]. The catalyst class is: 4.